Dataset: Full USPTO retrosynthesis dataset with 1.9M reactions from patents (1976-2016). Task: Predict the reactants needed to synthesize the given product. (1) Given the product [NH2:8][C:6]1[CH:5]=[CH:4][C:3]([C:11]2[S:12][CH2:13][C:14](=[O:17])[NH:15][N:16]=2)=[C:2]([F:1])[CH:7]=1, predict the reactants needed to synthesize it. The reactants are: [F:1][C:2]1[CH:7]=[C:6]([N+:8]([O-])=O)[CH:5]=[CH:4][C:3]=1[C:11]1[S:12][CH2:13][C:14](=[O:17])[NH:15][N:16]=1.O.[Cl-].[NH4+].ClCCl. (2) Given the product [NH2:48][C:47]1[N:29]=[C:28]([N:62]2[CH:66]=[CH:65][N:64]=[CH:63]2)[CH:27]=[C:30]2[C:31]=1[CH:32]=[N:33][C:34]1[CH:35]=[C:36]([O:44][CH2:45][CH3:46])[C:37]([NH:40][C:41](=[O:43])[CH3:42])=[CH:38][C:39]2=1, predict the reactants needed to synthesize it. The reactants are: ClC1C2C(=CC(OCC)=C(NC(=O)C)C=2)N=CC=1C#N.C(OC(=O)[CH:27]([C:30]1[C:39]2[C:34](=[CH:35][C:36]([O:44][CH2:45][CH3:46])=[C:37]([NH:40][C:41](=[O:43])[CH3:42])[CH:38]=2)[N:33]=[CH:32][C:31]=1[C:47]#[N:48])[C:28]#[N:29])(C)(C)C.C(CC(OC(C)(C)C)=O)#N.[H-].[Na+].[NH:62]1[CH:66]=[CH:65][N:64]=[CH:63]1.Cl.N1C=CC=CC=1. (3) Given the product [S:10]([O-:13])([O:8][CH2:3][CH2:16][C:14]#[N:15])(=[O:12])=[O:11].[Li+:2], predict the reactants needed to synthesize it. The reactants are: [Cl-].[Li+:2].[C:3](=[O:8])(OC)OC.Cl[S:10]([OH:13])(=[O:12])=[O:11].[C:14]([CH:16](O)C)#[N:15]. (4) Given the product [CH3:1][CH:2]([C:3]1[CH:12]=[N:17][CH:16]=[N:18][CH:4]=1)[CH2:6][CH2:7][CH:8]=[C:9]([CH3:11])[CH3:10], predict the reactants needed to synthesize it. The reactants are: [CH3:1][CH:2]([CH2:6][CH2:7][CH:8]=[C:9]([CH3:11])[CH3:10])[CH2:3][CH:4]=O.[C:12](O)(=O)C.[CH:16]([NH2:18])=[NH:17]. (5) Given the product [Cl:1][C:2]1[CH:3]=[CH:4][C:5]([S:8]([CH:11]([C:21]2[CH:26]=[C:25]([F:27])[CH:24]=[CH:23][C:22]=2[F:28])[C:12]2[N:17]=[CH:16][C:15]([C:18]([N:33]3[CH2:34][CH2:35][N:30]([CH3:29])[CH2:31][CH2:32]3)=[O:19])=[CH:14][CH:13]=2)(=[O:10])=[O:9])=[CH:6][CH:7]=1, predict the reactants needed to synthesize it. The reactants are: [Cl:1][C:2]1[CH:7]=[CH:6][C:5]([S:8]([CH:11]([C:21]2[CH:26]=[C:25]([F:27])[CH:24]=[CH:23][C:22]=2[F:28])[C:12]2[N:17]=[CH:16][C:15]([C:18](O)=[O:19])=[CH:14][CH:13]=2)(=[O:10])=[O:9])=[CH:4][CH:3]=1.[CH3:29][N:30]1[CH2:35][CH2:34][NH:33][CH2:32][CH2:31]1.C(N(CC)CC)C.Cl.C(N=C=NCCCN(C)C)C. (6) Given the product [CH2:1]([O:3][C:4](=[O:15])[CH2:5][C:6]1[CH:11]=[CH:10][C:9]([O:12][CH3:13])=[C:8]([O:14][C:17]2[CH:24]=[CH:23][C:22]([C:25]([F:28])([F:27])[F:26])=[CH:21][C:18]=2[CH:19]=[O:20])[CH:7]=1)[CH3:2], predict the reactants needed to synthesize it. The reactants are: [CH2:1]([O:3][C:4](=[O:15])[CH2:5][C:6]1[CH:11]=[CH:10][C:9]([O:12][CH3:13])=[C:8]([OH:14])[CH:7]=1)[CH3:2].F[C:17]1[CH:24]=[CH:23][C:22]([C:25]([F:28])([F:27])[F:26])=[CH:21][C:18]=1[CH:19]=[O:20].C(=O)([O-])[O-].[K+].[K+]. (7) Given the product [CH:39]1([NH:42][C:28]([C:24]2[C:23]3[CH:31]=[CH:32][C:20]([O:19][C:16]4[CH:15]=[CH:14][N:13]=[C:12]5[CH:11]=[C:10]([C:8]([N:5]6[CH2:6][CH2:7][CH:3]([O:2][CH3:1])[CH2:4]6)=[O:9])[S:18][C:17]=45)=[CH:21][C:22]=3[O:26][C:25]=2[CH3:27])=[O:30])[CH2:41][CH2:40]1, predict the reactants needed to synthesize it. The reactants are: [CH3:1][O:2][CH:3]1[CH2:7][CH2:6][N:5]([C:8]([C:10]2[S:18][C:17]3[C:12](=[N:13][CH:14]=[CH:15][C:16]=3[O:19][C:20]3[CH:32]=[CH:31][C:23]4[C:24]([C:28]([OH:30])=O)=[C:25]([CH3:27])[O:26][C:22]=4[CH:21]=3)[CH:11]=2)=[O:9])[CH2:4]1.C(Cl)(=O)C(Cl)=O.[CH:39]1([NH2:42])[CH2:41][CH2:40]1. (8) Given the product [CH3:32][CH:31]([CH3:33])[C@H:26]([N:21]1[CH2:20][C:19]2[C:23](=[CH:24][C:16]([C:13]3[CH:12]=[CH:11][C:10]([NH:9][C:1](=[O:8])[C:2]4[CH:3]=[CH:4][CH:5]=[C:6]([O:59][C:60]5[CH:65]=[CH:64][CH:63]=[CH:62][CH:61]=5)[CH:7]=4)=[CH:15][CH:14]=3)=[CH:17][CH:18]=2)[C:22]1=[O:25])[C:27]([O:29][CH3:30])=[O:28], predict the reactants needed to synthesize it. The reactants are: [C:1]([NH:9][C:10]1[CH:15]=[CH:14][C:13]([C:16]2[CH:24]=[C:23]3[C:19]([CH2:20][N:21]([C@@H:26]([CH:31]([CH3:33])[CH3:32])[C:27]([O:29][CH3:30])=[O:28])[C:22]3=[O:25])=[CH:18][CH:17]=2)=[CH:12][CH:11]=1)(=[O:8])[C:2]1[CH:7]=[CH:6][CH:5]=[CH:4][CH:3]=1.NC1C=CC(C2C=C3C(CN([C@@H](C(C)C)C(OC)=O)C3=O)=CC=2)=CC=1.[O:59](C1C=C(C=CC=1)C(Cl)=O)[C:60]1[CH:65]=[CH:64][CH:63]=[CH:62][CH:61]=1.